Dataset: Full USPTO retrosynthesis dataset with 1.9M reactions from patents (1976-2016). Task: Predict the reactants needed to synthesize the given product. (1) The reactants are: [OH:1][C:2]1[CH:11]=[C:10]([F:12])[CH:9]=[CH:8][C:3]=1[C:4]([O:6][CH3:7])=[O:5].[C:13]([O:17][C:18]([NH:20][CH2:21][CH2:22][CH2:23]O)=[O:19])([CH3:16])([CH3:15])[CH3:14]. Given the product [F:12][C:10]1[CH:9]=[CH:8][C:3]([C:4]([O:6][CH3:7])=[O:5])=[C:2]([O:1][CH2:23][CH2:22][CH2:21][NH:20][C:18]([O:17][C:13]([CH3:14])([CH3:16])[CH3:15])=[O:19])[CH:11]=1, predict the reactants needed to synthesize it. (2) Given the product [NH2:1][C:4]1[CH:20]=[C:19]([C:21]([F:22])([F:23])[F:24])[CH:18]=[CH:17][C:5]=1[O:6][C:7]1[CH:16]=[CH:15][CH:14]=[CH:13][C:8]=1[C:9]([O:11][CH3:12])=[O:10], predict the reactants needed to synthesize it. The reactants are: [N+:1]([C:4]1[CH:20]=[C:19]([C:21]([F:24])([F:23])[F:22])[CH:18]=[CH:17][C:5]=1[O:6][C:7]1[CH:16]=[CH:15][CH:14]=[CH:13][C:8]=1[C:9]([O:11][CH3:12])=[O:10])([O-])=O.